This data is from Forward reaction prediction with 1.9M reactions from USPTO patents (1976-2016). The task is: Predict the product of the given reaction. Given the reactants [CH3:1][O:2][C:3](=[O:23])[CH2:4][C:5]1[CH:6]=[N:7][CH:8]=[C:9]([C:11]2[CH:16]=[CH:15][C:14]([C:17]([F:20])([F:19])[F:18])=[CH:13][C:12]=2[CH:21]=O)[CH:10]=1.[CH2:24]([NH2:26])[CH3:25], predict the reaction product. The product is: [CH3:1][O:2][C:3](=[O:23])[CH2:4][C:5]1[CH:6]=[N:7][CH:8]=[C:9]([C:11]2[CH:16]=[CH:15][C:14]([C:17]([F:18])([F:20])[F:19])=[CH:13][C:12]=2[CH2:21][NH:26][CH2:24][CH3:25])[CH:10]=1.